Dataset: Reaction yield outcomes from USPTO patents with 853,638 reactions. Task: Predict the reaction yield, written as a fraction of the theoretical maximum amount of product (1.0 means a 100% yield; for example, 0.34 means a 34% yield). (1) The catalyst is C(O)C. The product is [C:9]([O:13][C:14]([C@H:16]([CH2:26][CH:27]=[CH2:28])[CH2:17][C:18]1([C:23]([OH:25])=[O:24])[CH2:22][CH2:21][CH2:20][CH2:19]1)=[O:15])([CH3:12])([CH3:11])[CH3:10]. The reactants are O.CCCCCCC.[C:9]([O:13][C:14]([C@H:16]([CH2:26][CH:27]=[CH2:28])[CH2:17][C:18]1([C:23]([O-:25])=[O:24])[CH2:22][CH2:21][CH2:20][CH2:19]1)=[O:15])([CH3:12])([CH3:11])[CH3:10].O[C@@H](C1C=CC=CC=1)[C@@H]([NH2+]C)C.Cl. The yield is 1.00. (2) The reactants are Br.[CH2:2]([C:4]1[N:5]=[C:6]([C@@H:9]([NH2:20])[CH2:10][C:11]2[CH:16]=[CH:15][C:14]([N+:17]([O-:19])=[O:18])=[CH:13][CH:12]=2)[S:7][CH:8]=1)[CH3:3].[C:21]1([C:27]([C:32]2[CH:37]=[CH:36][CH:35]=[CH:34][CH:33]=2)(C)[C:28]([OH:30])=O)[CH:26]=[CH:25][CH:24]=[CH:23][CH:22]=1.ON1C2C=CC=C[C:42]=2N=N1.CN(C)CCCN=C=NCC.C(N(CC)CC)C. The catalyst is CN(C=O)C.O. The product is [CH2:2]([C:4]1[N:5]=[C:6]([CH:9]([NH:20][C:28](=[O:30])[C@H:27]([C:32]2[CH:33]=[CH:34][CH:35]=[CH:36][CH:37]=2)[CH2:21][C:26]2[CH:42]=[CH:22][CH:23]=[CH:24][CH:25]=2)[CH2:10][C:11]2[CH:16]=[CH:15][C:14]([N+:17]([O-:19])=[O:18])=[CH:13][CH:12]=2)[S:7][CH:8]=1)[CH3:3]. The yield is 0.700. (3) The reactants are [CH3:1][C:2]([CH3:12])=[CH:3][C:4]1[CH:5]=[C:6]([CH:9]=[CH:10][CH:11]=1)[C:7]#[N:8].[H-].[Al+3].[Li+].[H-].[H-].[H-].O.[OH-].[Na+]. The catalyst is O1CCCC1. The product is [CH3:1][C:2]([CH3:12])=[CH:3][C:4]1[CH:5]=[C:6]([CH:9]=[CH:10][CH:11]=1)[CH2:7][NH2:8]. The yield is 0.887.